From a dataset of Reaction yield outcomes from USPTO patents with 853,638 reactions. Predict the reaction yield, written as a fraction of the theoretical maximum amount of product (1.0 means a 100% yield; for example, 0.34 means a 34% yield). The reactants are Br[C:2]1[C:3]([O:13][CH3:14])=[C:4]([C:10](=[O:12])[CH3:11])[CH:5]=[C:6]([Cl:9])[C:7]=1[CH3:8].[CH3:15][N:16]([CH3:32])[C:17]1[N:22]=[CH:21][C:20](B2OC(C)(C)C(C)(C)O2)=[CH:19][N:18]=1.O.N#N. The catalyst is O1CCOCC1.C(=O)([O-])[O-].[Na+].[Na+].C1C=CC([P]([Pd]([P](C2C=CC=CC=2)(C2C=CC=CC=2)C2C=CC=CC=2)([P](C2C=CC=CC=2)(C2C=CC=CC=2)C2C=CC=CC=2)[P](C2C=CC=CC=2)(C2C=CC=CC=2)C2C=CC=CC=2)(C2C=CC=CC=2)C2C=CC=CC=2)=CC=1. The product is [Cl:9][C:6]1[C:7]([CH3:8])=[C:2]([C:20]2[CH:19]=[N:18][C:17]([N:16]([CH3:32])[CH3:15])=[N:22][CH:21]=2)[C:3]([O:13][CH3:14])=[C:4]([C:10](=[O:12])[CH3:11])[CH:5]=1. The yield is 0.500.